From a dataset of Forward reaction prediction with 1.9M reactions from USPTO patents (1976-2016). Predict the product of the given reaction. (1) Given the reactants [CH2:1]([O:3][C:4](=[O:46])[CH2:5][NH:6][C:7]([C:9]1[C:14]([O:15]CC2C=CC=CC=2)=[C:13]([CH3:23])[N:12]=[C:11]([CH2:24][CH:25]2[CH2:30][CH2:29][N:28]([C:31]3[CH:36]=[CH:35][C:34]([C:37]4[CH:42]=[CH:41][C:40]([C:43](=[O:45])[CH3:44])=[CH:39][CH:38]=4)=[CH:33][CH:32]=3)[CH2:27][CH2:26]2)[N:10]=1)=[O:8])[CH3:2], predict the reaction product. The product is: [CH2:1]([O:3][C:4](=[O:46])[CH2:5][NH:6][C:7]([C:9]1[C:14]([OH:15])=[C:13]([CH3:23])[N:12]=[C:11]([CH2:24][CH:25]2[CH2:26][CH2:27][N:28]([C:31]3[CH:32]=[CH:33][C:34]([C:37]4[CH:38]=[CH:39][C:40]([CH:43]([OH:45])[CH3:44])=[CH:41][CH:42]=4)=[CH:35][CH:36]=3)[CH2:29][CH2:30]2)[N:10]=1)=[O:8])[CH3:2]. (2) Given the reactants [C:1]([O:4][CH2:5][C@@H:6]1[C@@H:11]([O:12][C:13](=[O:15])[CH3:14])[C@H:10]([O:16][C@@H:17]2[C@@H:22]([O:23][C:24](=[O:26])[CH3:25])[C@@H:21]([O:27][C:28](=[O:30])[CH3:29])[C@H:20]([O:31][C:32](=[O:34])[CH3:33])[C@@H:19]([CH2:35][O:36][C:37](=[O:39])[CH3:38])[O:18]2)[C@H:9]([O:40][C:41](=[O:43])[CH3:42])[C@@H:8]([CH2:44][CH:45]=[CH2:46])[O:7]1)(=[O:3])[CH3:2].C([CH:49]1[CH2:54][CH2:53][CH2:52][CH2:51][CH2:50]1)=C, predict the reaction product. The product is: [C:1]([O:4][CH2:5][C@@H:6]1[C@@H:11]([O:12][C:13](=[O:15])[CH3:14])[C@H:10]([O:16][C@@H:17]2[C@@H:22]([O:23][C:24](=[O:26])[CH3:25])[C@@H:21]([O:27][C:28](=[O:30])[CH3:29])[C@H:20]([O:31][C:32](=[O:34])[CH3:33])[C@@H:19]([CH2:35][O:36][C:37](=[O:39])[CH3:38])[O:18]2)[C@H:9]([O:40][C:41](=[O:43])[CH3:42])[C@@H:8]([CH2:44]/[CH:45]=[CH:46]/[CH:49]2[CH2:54][CH2:53][CH2:52][CH2:51][CH2:50]2)[O:7]1)(=[O:3])[CH3:2]. (3) Given the reactants [F:1][C:2]1[C:10]([O:11][C:12]2[C:21]3[C:16](=[CH:17][C:18]([O:24][CH2:25][C@@H:26]4[CH2:30][CH2:29][CH2:28][NH:27]4)=[C:19]([O:22][CH3:23])[CH:20]=3)[N:15]=[CH:14][N:13]=2)=[CH:9][CH:8]=[C:7]2[C:3]=1[CH:4]=[C:5]([CH3:31])[NH:6]2.[C:32](Cl)(=[O:36])[CH:33]([CH3:35])[CH3:34], predict the reaction product. The product is: [F:1][C:2]1[C:10]([O:11][C:12]2[C:21]3[C:16](=[CH:17][C:18]([O:24][CH2:25][C@@H:26]4[CH2:30][CH2:29][CH2:28][N:27]4[C:32](=[O:36])[CH:33]([CH3:35])[CH3:34])=[C:19]([O:22][CH3:23])[CH:20]=3)[N:15]=[CH:14][N:13]=2)=[CH:9][CH:8]=[C:7]2[C:3]=1[CH:4]=[C:5]([CH3:31])[NH:6]2. (4) Given the reactants [Cl:1][C:2]1[CH:7]=[CH:6][CH:5]=[CH:4][C:3]=1[S:8]([C@H:11]1[CH2:15][NH:14][C@H:13]([C:16]([NH:18][C:19]2([C:22]#[N:23])[CH2:21][CH2:20]2)=[O:17])[CH2:12]1)(=[O:10])=[O:9].[Na+].[O:25]1[CH2:30][CH2:29][N:28]([C:31]2([C:34]([O-])=[O:35])[CH2:33][CH2:32]2)[CH2:27][CH2:26]1, predict the reaction product. The product is: [Cl:1][C:2]1[CH:7]=[CH:6][CH:5]=[CH:4][C:3]=1[S:8]([C@H:11]1[CH2:15][N:14]([C:34]([C:31]2([N:28]3[CH2:29][CH2:30][O:25][CH2:26][CH2:27]3)[CH2:33][CH2:32]2)=[O:35])[C@H:13]([C:16]([NH:18][C:19]2([C:22]#[N:23])[CH2:21][CH2:20]2)=[O:17])[CH2:12]1)(=[O:10])=[O:9]. (5) Given the reactants [CH2:1]([N:4]1[CH2:12][CH:11]2[C:6]([C:22]3[S:23][C:24]([F:27])=[CH:25][CH:26]=3)([N:7]=[C:8]([NH:13][C:14](=[O:21])[C:15]3[CH:20]=[CH:19][CH:18]=[CH:17][CH:16]=3)[S:9][CH2:10]2)[CH2:5]1)[CH:2]=[CH2:3], predict the reaction product. The product is: [F:27][C:24]1[S:23][C:22]([C@:6]23[CH2:5][N:4]([CH2:1][CH:2]=[CH2:3])[CH2:12][C@H:11]2[CH2:10][S:9][C:8]([NH:13][C:14](=[O:21])[C:15]2[CH:16]=[CH:17][CH:18]=[CH:19][CH:20]=2)=[N:7]3)=[CH:26][CH:25]=1. (6) Given the reactants [NH:1]1[CH2:6][CH2:5][CH2:4][CH2:3][C@@H:2]1[C:7]([NH:9][C:10]1([C:13]2[CH:22]=[CH:21][C:16]([C:17]([O:19][CH3:20])=[O:18])=[CH:15][CH:14]=2)[CH2:12][CH2:11]1)=[O:8].[F:23][C:24]([F:34])([F:33])[C:25]1[CH:26]=[C:27]([CH:30]=[CH:31][CH:32]=1)[CH2:28]Br.C([O-])([O-])=O.[Na+].[Na+], predict the reaction product. The product is: [F:23][C:24]([F:33])([F:34])[C:25]1[CH:26]=[C:27]([CH:30]=[CH:31][CH:32]=1)[CH2:28][N:1]1[CH2:6][CH2:5][CH2:4][CH2:3][C@@H:2]1[C:7]([NH:9][C:10]1([C:13]2[CH:14]=[CH:15][C:16]([C:17]([O:19][CH3:20])=[O:18])=[CH:21][CH:22]=2)[CH2:12][CH2:11]1)=[O:8].